This data is from Catalyst prediction with 721,799 reactions and 888 catalyst types from USPTO. The task is: Predict which catalyst facilitates the given reaction. (1) Reactant: BrCC1C=C(Cl)SC=1Cl.[Cl:10][C:11]1[S:12][C:13]([Cl:19])=[CH:14][C:15]=1[C:16](O)=[O:17]. Product: [Cl:10][C:11]1[S:12][C:13]([Cl:19])=[CH:14][C:15]=1[CH2:16][OH:17]. The catalyst class is: 1. (2) The catalyst class is: 1. Product: [CH2:1]([O:8][CH:9]1[CH:16]([O:17][CH2:18][C:19]2[CH:24]=[CH:23][CH:22]=[CH:21][CH:20]=2)[CH:15]([O:25][CH2:26][C:27]2[CH:28]=[CH:29][CH:30]=[CH:31][CH:32]=2)[C:12]2([CH2:14][CH2:13]2)[O:11][CH:10]1[O:33][C:42]1[CH:43]=[CH:44][CH:45]=[CH:46][C:41]=1[CH2:40][C:39]1[CH:38]=[CH:37][C:36]([O:35][CH3:34])=[CH:49][CH:48]=1)[C:2]1[CH:7]=[CH:6][CH:5]=[CH:4][CH:3]=1. Reactant: [CH2:1]([O:8][C@@H:9]1[C@@H:16]([O:17][CH2:18][C:19]2[CH:24]=[CH:23][CH:22]=[CH:21][CH:20]=2)[C@H:15]([O:25][CH2:26][C:27]2[CH:32]=[CH:31][CH:30]=[CH:29][CH:28]=2)[C:12]2([CH2:14][CH2:13]2)[O:11][CH:10]1[OH:33])[C:2]1[CH:7]=[CH:6][CH:5]=[CH:4][CH:3]=1.[CH3:34][O:35][C:36]1[CH:49]=[CH:48][C:39]([CH2:40][C:41]2[CH:46]=[CH:45][CH:44]=[CH:43][C:42]=2O)=[CH:38][CH:37]=1.C1(P(C2C=CC=CC=2)C2C=CC=CC=2)C=CC=CC=1.CC(OC(/N=N/C(OC(C)C)=O)=O)C. (3) Reactant: [Cl:1][C:2]1[C:3]([N:10]2[CH2:14][C@H:13]([OH:15])[CH2:12][C@H:11]2[C:16]([O:18][CH3:19])=[O:17])=[N:4][CH:5]=[C:6]([C:8]#[N:9])[CH:7]=1.N1C=CN=C1.[Si:25](Cl)([C:28]([CH3:31])([CH3:30])[CH3:29])([CH3:27])[CH3:26]. Product: [Si:25]([O:15][C@H:13]1[CH2:14][N:10]([C:3]2[C:2]([Cl:1])=[CH:7][C:6]([C:8]#[N:9])=[CH:5][N:4]=2)[C@H:11]([C:16]([O:18][CH3:19])=[O:17])[CH2:12]1)([C:28]([CH3:31])([CH3:30])[CH3:29])([CH3:27])[CH3:26]. The catalyst class is: 31. (4) Reactant: [Br:1][CH2:2][CH2:3][CH2:4][CH2:5][CH2:6][CH2:7][CH2:8][CH2:9][C:10]#[C:11][CH2:12][CH3:13].[N:14]1[CH:19]=[CH:18][C:17]([CH3:20])=[CH:16][CH:15]=1. Product: [Br-:1].[CH2:2]([N+:14]1[CH:19]=[CH:18][C:17]([CH3:20])=[CH:16][CH:15]=1)[CH2:3][CH2:4][CH2:5][CH2:6][CH2:7][CH2:8][CH2:9][C:10]#[C:11][CH2:12][CH3:13]. The catalyst class is: 10.